Dataset: Forward reaction prediction with 1.9M reactions from USPTO patents (1976-2016). Task: Predict the product of the given reaction. (1) Given the reactants [C:1]([C:3]1[CH:4]=[C:5]([CH3:12])[C:6]([C:9]([NH2:11])=[O:10])=[N:7][CH:8]=1)#[N:2].Br[C:14]1[CH:19]=[C:18]([C:20]2([CH3:31])[CH2:25][O:24][C:23]([CH2:28][F:29])([CH2:26][F:27])[C:22]([NH2:30])=[N:21]2)[C:17]([F:32])=[CH:16][N:15]=1.CC1(C)C2C(=C(P(C3C=CC=CC=3)C3C=CC=CC=3)C=CC=2)OC2C(P(C3C=CC=CC=3)C3C=CC=CC=3)=CC=CC1=2.C([O-])([O-])=O.[Cs+].[Cs+], predict the reaction product. The product is: [NH2:30][C:22]1[C:23]([CH2:26][F:27])([CH2:28][F:29])[O:24][CH2:25][C:20]([C:18]2[C:17]([F:32])=[CH:16][N:15]=[C:14]([NH:11][C:9]([C:6]3[C:5]([CH3:12])=[CH:4][C:3]([C:1]#[N:2])=[CH:8][N:7]=3)=[O:10])[CH:19]=2)([CH3:31])[N:21]=1. (2) Given the reactants [CH3:1][N:2]([CH3:44])[CH:3]1[CH2:8][CH2:7][CH:6]([C:9]([NH:11][C:12]2[C:16]3[CH:17]=[C:18]([O:21][C@@H:22]4[CH2:27][O:26][C@@H](C5C=CC=CC=5)[O:24][CH2:23]4)[CH:19]=[CH:20][C:15]=3[O:14][C:13]=2[C:34]([NH:36][C:37]2[CH:42]=[CH:41][C:40]([Cl:43])=[CH:39][N:38]=2)=[O:35])=[O:10])[CH2:5][CH2:4]1.Cl.C(=O)([O-])O.[Na+].C(=O)([O-])[O-].[K+].[K+], predict the reaction product. The product is: [CH3:1][N:2]([CH3:44])[C@H:3]1[CH2:8][CH2:7][C@H:6]([C:9]([NH:11][C:12]2[C:16]3[CH:17]=[C:18]([O:21][CH:22]([CH2:27][OH:26])[CH2:23][OH:24])[CH:19]=[CH:20][C:15]=3[O:14][C:13]=2[C:34]([NH:36][C:37]2[CH:42]=[CH:41][C:40]([Cl:43])=[CH:39][N:38]=2)=[O:35])=[O:10])[CH2:5][CH2:4]1. (3) Given the reactants [F:1][C:2]1[CH:7]=[CH:6][C:5]([CH:8]2[CH2:13][CH2:12][N:11](C(OC(C)(C)C)=O)[CH2:10][CH2:9]2)=[CH:4][C:3]=1[C:21]([O:23][CH3:24])=[O:22], predict the reaction product. The product is: [F:1][C:2]1[CH:7]=[CH:6][C:5]([CH:8]2[CH2:13][CH2:12][NH:11][CH2:10][CH2:9]2)=[CH:4][C:3]=1[C:21]([O:23][CH3:24])=[O:22]. (4) Given the reactants [CH3:1][O:2][C:3]1[CH:4]=[CH:5][CH:6]=[C:7]2[C:11]=1[CH:10]([NH:12][C:13]1[CH:22]=[CH:21][C:20]3[C:15](=[CH:16][CH:17]=[C:18]([NH2:23])[CH:19]=3)[N:14]=1)[CH2:9][CH2:8]2.Cl[C:25](OC1C=CC([N+]([O-])=O)=CC=1)=[O:26].[NH2:37][CH:38]1[CH2:43][CH2:42][N:41]([CH2:44][CH2:45][OH:46])[CH2:40][CH2:39]1, predict the reaction product. The product is: [OH:46][CH2:45][CH2:44][N:41]1[CH2:42][CH2:43][CH:38]([NH:37][C:25]([NH:23][C:18]2[CH:19]=[C:20]3[C:15](=[CH:16][CH:17]=2)[N:14]=[C:13]([NH:12][CH:10]2[C:11]4[C:7](=[CH:6][CH:5]=[CH:4][C:3]=4[O:2][CH3:1])[CH2:8][CH2:9]2)[CH:22]=[CH:21]3)=[O:26])[CH2:39][CH2:40]1. (5) Given the reactants [OH:1][C:2]1[CH:9]=[CH:8][C:5]([CH:6]=[O:7])=[CH:4][C:3]=1[O:10][CH3:11].C(=O)([O-])[O-].[Li+].[Li+].F[C:19]1[C:28]2[C:23](=[CH:24][CH:25]=[CH:26][CH:27]=2)[C:22]([C:29]#[N:30])=[CH:21][CH:20]=1.O, predict the reaction product. The product is: [CH:6]([C:5]1[CH:8]=[CH:9][C:2]([O:1][C:19]2[C:28]3[C:23](=[CH:24][CH:25]=[CH:26][CH:27]=3)[C:22]([C:29]#[N:30])=[CH:21][CH:20]=2)=[C:3]([O:10][CH3:11])[CH:4]=1)=[O:7]. (6) Given the reactants [OH:1][CH:2]1[CH:7]([C:8]2[CH:13]=[CH:12][C:11]([O:14][CH3:15])=[CH:10][CH:9]=2)[CH2:6][CH2:5][N:4]([C:16]([O:18][C:19]([CH3:22])([CH3:21])[CH3:20])=[O:17])[CH2:3]1.[H-].[Na+].[O:25]1[CH2:29][CH2:28]OS1(=O)=O.O, predict the reaction product. The product is: [OH:25][CH2:29][CH2:28][O:1][CH:2]1[CH:7]([C:8]2[CH:9]=[CH:10][C:11]([O:14][CH3:15])=[CH:12][CH:13]=2)[CH2:6][CH2:5][N:4]([C:16]([O:18][C:19]([CH3:22])([CH3:21])[CH3:20])=[O:17])[CH2:3]1.